Dataset: Peptide-MHC class I binding affinity with 185,985 pairs from IEDB/IMGT. Task: Regression. Given a peptide amino acid sequence and an MHC pseudo amino acid sequence, predict their binding affinity value. This is MHC class I binding data. (1) The peptide sequence is NISIIVLFQR. The MHC is HLA-A68:01 with pseudo-sequence HLA-A68:01. The binding affinity (normalized) is 0.876. (2) The peptide sequence is WRRDNRRGL. The binding affinity (normalized) is 0.533. The MHC is HLA-B27:05 with pseudo-sequence HLA-B27:05. (3) The peptide sequence is GMAFGLTSET. The MHC is H-2-Dd with pseudo-sequence H-2-Dd. The binding affinity (normalized) is 0.